This data is from NCI-60 drug combinations with 297,098 pairs across 59 cell lines. The task is: Regression. Given two drug SMILES strings and cell line genomic features, predict the synergy score measuring deviation from expected non-interaction effect. (1) Drug 1: CNC(=O)C1=CC=CC=C1SC2=CC3=C(C=C2)C(=NN3)C=CC4=CC=CC=N4. Drug 2: CC(C)NC(=O)C1=CC=C(C=C1)CNNC.Cl. Cell line: UACC-257. Synergy scores: CSS=-7.35, Synergy_ZIP=1.71, Synergy_Bliss=-3.95, Synergy_Loewe=-9.28, Synergy_HSA=-8.15. (2) Drug 1: C1=CC(=C2C(=C1NCCNCCO)C(=O)C3=C(C=CC(=C3C2=O)O)O)NCCNCCO. Drug 2: CC(C)(C#N)C1=CC(=CC(=C1)CN2C=NC=N2)C(C)(C)C#N. Cell line: T-47D. Synergy scores: CSS=32.8, Synergy_ZIP=-2.07, Synergy_Bliss=1.89, Synergy_Loewe=-7.32, Synergy_HSA=2.66. (3) Drug 1: CS(=O)(=O)CCNCC1=CC=C(O1)C2=CC3=C(C=C2)N=CN=C3NC4=CC(=C(C=C4)OCC5=CC(=CC=C5)F)Cl. Drug 2: CC1=C(C(=O)C2=C(C1=O)N3CC4C(C3(C2COC(=O)N)OC)N4)N. Cell line: KM12. Synergy scores: CSS=28.6, Synergy_ZIP=-1.36, Synergy_Bliss=-4.08, Synergy_Loewe=-26.6, Synergy_HSA=-3.80. (4) Drug 1: CC1C(C(=O)NC(C(=O)N2CCCC2C(=O)N(CC(=O)N(C(C(=O)O1)C(C)C)C)C)C(C)C)NC(=O)C3=C4C(=C(C=C3)C)OC5=C(C(=O)C(=C(C5=N4)C(=O)NC6C(OC(=O)C(N(C(=O)CN(C(=O)C7CCCN7C(=O)C(NC6=O)C(C)C)C)C)C(C)C)C)N)C. Drug 2: C1=NC2=C(N1)C(=S)N=CN2. Cell line: IGROV1. Synergy scores: CSS=20.6, Synergy_ZIP=-8.79, Synergy_Bliss=-6.16, Synergy_Loewe=-23.5, Synergy_HSA=-4.59. (5) Drug 1: CN1C2=C(C=C(C=C2)N(CCCl)CCCl)N=C1CCCC(=O)O.Cl. Drug 2: CC1C(C(CC(O1)OC2CC(CC3=C2C(=C4C(=C3O)C(=O)C5=C(C4=O)C(=CC=C5)OC)O)(C(=O)CO)O)N)O.Cl. Cell line: 786-0. Synergy scores: CSS=39.3, Synergy_ZIP=-1.46, Synergy_Bliss=-1.75, Synergy_Loewe=-35.7, Synergy_HSA=-0.980. (6) Drug 1: C1=CN(C(=O)N=C1N)C2C(C(C(O2)CO)O)O.Cl. Drug 2: C(CCl)NC(=O)N(CCCl)N=O. Cell line: NCI-H522. Synergy scores: CSS=39.8, Synergy_ZIP=-1.10, Synergy_Bliss=-1.61, Synergy_Loewe=-17.0, Synergy_HSA=0.820. (7) Drug 1: C1=NC2=C(N1)C(=S)N=C(N2)N. Drug 2: CC1C(C(CC(O1)OC2CC(CC3=C2C(=C4C(=C3O)C(=O)C5=C(C4=O)C(=CC=C5)OC)O)(C(=O)CO)O)N)O.Cl. Cell line: NCI-H322M. Synergy scores: CSS=34.6, Synergy_ZIP=-11.3, Synergy_Bliss=-13.6, Synergy_Loewe=-11.3, Synergy_HSA=-9.61.